Dataset: Catalyst prediction with 721,799 reactions and 888 catalyst types from USPTO. Task: Predict which catalyst facilitates the given reaction. (1) Reactant: [C:1]([NH:4][C:5]1[CH:12]=[CH:11][CH:10]=[CH:9][C:6]=1[CH2:7][OH:8])(=[O:3])[CH3:2]. Product: [C:1]([NH:4][C:5]1[CH:12]=[CH:11][CH:10]=[CH:9][C:6]=1[CH:7]=[O:8])(=[O:3])[CH3:2]. The catalyst class is: 703. (2) Reactant: [NH2:1][C@@H:2]1[CH2:6][CH2:5][N:4]([C:7]([O:9][C:10]([CH3:13])([CH3:12])[CH3:11])=[O:8])[CH2:3]1.[CH3:14][O:15][C:16]1[CH:21]=[CH:20][C:19]([N+:22]([O-:24])=[O:23])=[CH:18][C:17]=1[S:25](Cl)(=[O:27])=[O:26].N1C=CC=CC=1. Product: [CH3:14][O:15][C:16]1[CH:21]=[CH:20][C:19]([N+:22]([O-:24])=[O:23])=[CH:18][C:17]=1[S:25]([NH:1][C@@H:2]1[CH2:6][CH2:5][N:4]([C:7]([O:9][C:10]([CH3:13])([CH3:12])[CH3:11])=[O:8])[CH2:3]1)(=[O:27])=[O:26]. The catalyst class is: 2. (3) Reactant: [NH2:1][C@H:2]([C:8]([OH:10])=[O:9])[CH2:3][CH2:4][CH2:5][CH2:6][NH2:7].C(N(CC)CC)C.[CH3:18][N:19]([CH3:34])[C:20]1[CH:29]=[CH:28][CH:27]=[C:26]2[C:21]=1[CH:22]=[CH:23][CH:24]=[C:25]2[S:30](Cl)(=[O:32])=[O:31]. Product: [S:30]([NH:1][C@H:2]([C:8]([OH:10])=[O:9])[CH2:3][CH2:4][CH2:5][CH2:6][NH2:7])([C:25]1[C:26]2[CH:27]=[CH:28][CH:29]=[C:20]([N:19]([CH3:34])[CH3:18])[C:21]=2[CH:22]=[CH:23][CH:24]=1)(=[O:32])=[O:31]. The catalyst class is: 9. (4) Reactant: O[CH2:2][C@H:3]([N:5]([CH2:16][C@H:17]([OH:19])[CH3:18])[C:6](=[O:15])[O:7][CH2:8][C:9]1[CH:14]=[CH:13][CH:12]=[CH:11][CH:10]=1)[CH3:4].C1(P(C2C=CC=CC=2)C2C=CC=CC=2)C=CC=CC=1.N(C(OCC)=O)=NC(OCC)=O. Product: [CH3:18][C@H:17]1[O:19][CH2:2][C@@H:3]([CH3:4])[N:5]([C:6]([O:7][CH2:8][C:9]2[CH:10]=[CH:11][CH:12]=[CH:13][CH:14]=2)=[O:15])[CH2:16]1. The catalyst class is: 1. (5) Reactant: C([O:9][CH:10]1[CH2:18][CH:13]2[O:14][C:15](=[O:17])[CH2:16][CH:12]2[CH:11]1[CH2:19][CH2:20][CH:21]([F:31])[CH2:22][O:23][C:24]1[CH:29]=[CH:28][CH:27]=[C:26]([Cl:30])[CH:25]=1)(=O)C1C=CC=CC=1.C([O-])([O-])=O.[K+].[K+].[NH4+].[Cl-]. Product: [Cl:30][C:26]1[CH:25]=[C:24]([CH:29]=[CH:28][CH:27]=1)[O:23][CH2:22][CH:21]([F:31])[CH2:20][CH2:19][CH:11]1[CH:12]2[CH:13]([O:14][C:15](=[O:17])[CH2:16]2)[CH2:18][CH:10]1[OH:9]. The catalyst class is: 5. (6) Reactant: [CH:1]([S:4]([C:7]1[CH:13]=[CH:12][CH:11]=[CH:10][C:8]=1[NH2:9])(=[O:6])=[O:5])([CH3:3])[CH3:2].[H-].[Na+].[Cl:16][C:17]1[N:22]=[C:21](Cl)[C:20]([Cl:24])=[CH:19][N:18]=1. Product: [Cl:16][C:17]1[N:22]=[C:21]([NH:9][C:8]2[CH:10]=[CH:11][CH:12]=[CH:13][C:7]=2[S:4]([CH:1]([CH3:3])[CH3:2])(=[O:6])=[O:5])[C:20]([Cl:24])=[CH:19][N:18]=1. The catalyst class is: 3. (7) Reactant: [Cl:1][C:2]1[CH:7]=[CH:6][CH:5]=[CH:4][C:3]=1[C:8]([N:10]1[CH2:15][CH2:14][NH:13][C:12](=[N:16][NH2:17])[CH2:11]1)=[O:9].C(N(CC)CC)C.[O:25]1[CH:29]=[CH:28][CH:27]=[C:26]1[C:30](Cl)=O. Product: [Cl:1][C:2]1[CH:7]=[CH:6][CH:5]=[CH:4][C:3]=1[C:8]([N:10]1[CH2:15][CH2:14][N:13]2[C:30]([C:26]3[O:25][CH:29]=[CH:28][CH:27]=3)=[N:17][N:16]=[C:12]2[CH2:11]1)=[O:9]. The catalyst class is: 4. (8) The catalyst class is: 1. Reactant: Cl[C:2]1[C:7]([N+:8]([O-:10])=[O:9])=[CH:6][C:5]([N+:11]([O-:13])=[O:12])=[CH:4][N:3]=1.[NH:14]1[CH2:19][CH2:18][O:17][CH2:16][CH2:15]1. Product: [N:14]1([C:2]2[C:7]([N+:8]([O-:10])=[O:9])=[CH:6][C:5]([N+:11]([O-:13])=[O:12])=[CH:4][N:3]=2)[CH2:19][CH2:18][O:17][CH2:16][CH2:15]1. (9) Reactant: FC(F)(F)S(O[C:7]1[C:8]2[CH2:28][N:27]([C:29](=[O:31])[CH3:30])[CH2:26][CH2:25][C:9]=2[N:10]=[C:11]([NH:13][C:14]2[CH:19]=[CH:18][C:17]([C:20]3[O:24][CH:23]=[N:22][CH:21]=3)=[CH:16][CH:15]=2)[N:12]=1)(=O)=O.[CH:34]1([NH2:40])[CH2:39][CH2:38][CH2:37][CH2:36][CH2:35]1. Product: [CH:34]1([NH:40][C:7]2[C:8]3[CH2:28][N:27]([C:29](=[O:31])[CH3:30])[CH2:26][CH2:25][C:9]=3[N:10]=[C:11]([NH:13][C:14]3[CH:19]=[CH:18][C:17]([C:20]4[O:24][CH:23]=[N:22][CH:21]=4)=[CH:16][CH:15]=3)[N:12]=2)[CH2:39][CH2:38][CH2:37][CH2:36][CH2:35]1. The catalyst class is: 16. (10) Reactant: [Br:1][C:2]1[CH:14]=[N:13][C:12]2[C:11]3[C:10]([O:15][CH3:16])=[CH:9][C:8]([C:17]([O:19][CH3:20])=[O:18])=[CH:7][C:6]=3[NH:5][C:4]=2[CH:3]=1.CS(O[CH:26]([C:33]1[CH:38]=[CH:37][N:36]=[CH:35][C:34]=1[F:39])[CH:27]1[CH2:32][CH2:31][O:30][CH2:29][CH2:28]1)(=O)=O.C(O)(C(F)(F)F)=O. Product: [Br:1][C:2]1[CH:14]=[N:13][C:12]2[C:11]3[C:10]([O:15][CH3:16])=[CH:9][C:8]([C:17]([O:19][CH3:20])=[O:18])=[CH:7][C:6]=3[N:5]([CH:26]([C:33]3[CH:38]=[CH:37][N:36]=[CH:35][C:34]=3[F:39])[CH:27]3[CH2:28][CH2:29][O:30][CH2:31][CH2:32]3)[C:4]=2[CH:3]=1. The catalyst class is: 192.